This data is from Ames mutagenicity test results for genotoxicity prediction. The task is: Regression/Classification. Given a drug SMILES string, predict its toxicity properties. Task type varies by dataset: regression for continuous values (e.g., LD50, hERG inhibition percentage) or binary classification for toxic/non-toxic outcomes (e.g., AMES mutagenicity, cardiotoxicity, hepatotoxicity). Dataset: ames. The compound is [N-]=[N+]=C1C=CC(=O)C=C1. The result is 1 (mutagenic).